Dataset: Aqueous solubility values for 9,982 compounds from the AqSolDB database. Task: Regression/Classification. Given a drug SMILES string, predict its absorption, distribution, metabolism, or excretion properties. Task type varies by dataset: regression for continuous measurements (e.g., permeability, clearance, half-life) or binary classification for categorical outcomes (e.g., BBB penetration, CYP inhibition). For this dataset (solubility_aqsoldb), we predict Y. (1) The compound is O=C([O-])CCCCCCCCC(=O)[O-].[Li+].[Li+]. The Y is -0.0473 log mol/L. (2) The drug is CC(=O)OC/C=C(C)/C=C/C=C(C)/C=C/C1=C(C)CCCC1(C)C. The Y is -7.52 log mol/L. (3) The drug is CCC(C)OC(=O)c1cccc([N+](=O)[O-])c1C(=O)[O-]. The Y is -2.72 log mol/L. (4) The drug is CCOC(=O)C(C)(C)c1ccccc1. The Y is -3.05 log mol/L.